Dataset: Forward reaction prediction with 1.9M reactions from USPTO patents (1976-2016). Task: Predict the product of the given reaction. (1) Given the reactants O1CCN(CCOC2C=CC(C3C=CC(CC#N)=NC=3)=CC=2)CC1.[O:25]1[CH2:30][CH2:29][N:28]([CH2:31][CH2:32][O:33][C:34]2[CH:39]=[CH:38][C:37]([C:40]3[CH:41]=[CH:42][C:43]([CH2:46][C:47]([NH:49][CH2:50][C:51]4[CH:56]=[CH:55][CH:54]=[CH:53][CH:52]=4)=[O:48])=[N:44][CH:45]=3)=[CH:36][CH:35]=2)[CH2:27][CH2:26]1.[CH3:57][S:58]([OH:61])(=[O:60])=[O:59], predict the reaction product. The product is: [S:58]([OH:61])(=[O:60])(=[O:59])[CH3:57].[O:25]1[CH2:26][CH2:27][N:28]([CH2:31][CH2:32][O:33][C:34]2[CH:35]=[CH:36][C:37]([C:40]3[CH:41]=[CH:42][C:43]([CH2:46][C:47]([NH:49][CH2:50][C:51]4[CH:56]=[CH:55][CH:54]=[CH:53][CH:52]=4)=[O:48])=[N:44][CH:45]=3)=[CH:38][CH:39]=2)[CH2:29][CH2:30]1. (2) Given the reactants [CH3:1][N:2]1[CH:6]=[CH:5][C:4]([C:7]2[C:15]3[C:10](=[CH:11][N:12]=[C:13]([C:16]4[CH:17]=[N:18][CH:19]=[CH:20][CH:21]=4)[CH:14]=3)[N:9](COCC[Si](C)(C)C)[N:8]=2)=[N:3]1.Cl, predict the reaction product. The product is: [CH3:1][N:2]1[CH:6]=[CH:5][C:4]([C:7]2[C:15]3[C:10](=[CH:11][N:12]=[C:13]([C:16]4[CH:17]=[N:18][CH:19]=[CH:20][CH:21]=4)[CH:14]=3)[NH:9][N:8]=2)=[N:3]1. (3) Given the reactants [NH2:1][N:2]1[N:11]=[C:10]([C:12]2[CH:17]=[CH:16][C:15]([Cl:18])=[CH:14][CH:13]=2)[C:9]2[C:4](=[CH:5][CH:6]=[CH:7][CH:8]=2)[C:3]1=[O:19].[Cl:20][C:21]1[S:25][C:24]([CH2:26][C:27](O)=[O:28])=[CH:23][CH:22]=1, predict the reaction product. The product is: [Cl:18][C:15]1[CH:16]=[CH:17][C:12]([C:10]2[C:9]3[C:4](=[CH:5][CH:6]=[CH:7][CH:8]=3)[C:3](=[O:19])[N:2]([NH:1][C:27](=[O:28])[CH2:26][C:24]3[S:25][C:21]([Cl:20])=[CH:22][CH:23]=3)[N:11]=2)=[CH:13][CH:14]=1. (4) Given the reactants [OH:1][C:2]1[CH:7]=[CH:6][C:5]([N:8]2[C:12]([CH3:14])([CH3:13])[C:11](=N)[N:10]([C:16]3[CH:23]=[CH:22][C:19]([C:20]#[N:21])=[C:18]([C:24]([F:27])([F:26])[F:25])[CH:17]=3)[C:9]2=[S:28])=[CH:4][CH:3]=1.C[OH:30].O, predict the reaction product. The product is: [OH:1][C:2]1[CH:3]=[CH:4][C:5]([N:8]2[C:12]([CH3:13])([CH3:14])[C:11](=[O:30])[N:10]([C:16]3[CH:23]=[CH:22][C:19]([C:20]#[N:21])=[C:18]([C:24]([F:25])([F:26])[F:27])[CH:17]=3)[C:9]2=[S:28])=[CH:6][CH:7]=1.